Task: Predict the reactants needed to synthesize the given product.. Dataset: Full USPTO retrosynthesis dataset with 1.9M reactions from patents (1976-2016) (1) Given the product [CH3:12][C:9]1[CH2:8][O:7][CH:6]([C:4]([OH:5])=[O:3])[CH2:11][CH:10]=1, predict the reactants needed to synthesize it. The reactants are: C([O:3][C:4]([CH:6]1[CH2:11][CH:10]=[C:9]([CH3:12])[CH2:8][O:7]1)=[O:5])C.[OH-].[Na+]. (2) Given the product [ClH:30].[NH2:7][CH2:8][CH2:9][CH2:10][CH2:11][CH2:12][NH:13][C:14]1[S:15][C:16]([C:20]([C:21]2[CH:26]=[CH:25][CH:24]=[CH:23][C:22]=2[CH3:27])=[O:28])=[C:17]([CH3:19])[N:18]=1, predict the reactants needed to synthesize it. The reactants are: C(OC(=O)[NH:7][CH2:8][CH2:9][CH2:10][CH2:11][CH2:12][NH:13][C:14]1[S:15][C:16]([C:20](=[O:28])[C:21]2[CH:26]=[CH:25][CH:24]=[CH:23][C:22]=2[CH3:27])=[C:17]([CH3:19])[N:18]=1)(C)(C)C.[ClH:30].